Predict the product of the given reaction. From a dataset of Forward reaction prediction with 1.9M reactions from USPTO patents (1976-2016). (1) Given the reactants C1(C)C=C(C)C=C(C)C=1S([O-])(=O)=O.[NH2:14][N+:15]1[CH:20]=[CH:19][CH:18]=[CH:17][C:16]=1[O:21][CH3:22].[CH2:23]([O:25][C:26](=[O:33])[C:27]#[C:28][C:29]([F:32])([F:31])[F:30])[CH3:24].C(=O)([O-])[O-].[K+].[K+], predict the reaction product. The product is: [CH3:22][O:21][C:16]1[N:15]2[N:14]=[C:28]([C:29]([F:30])([F:31])[F:32])[C:27]([C:26]([O:25][CH2:23][CH3:24])=[O:33])=[C:20]2[CH:19]=[CH:18][CH:17]=1. (2) Given the reactants C=CC(=O)CCC.C.[CH3:9][C:10]1([CH3:24])[CH2:15][CH2:14][CH2:13][C@@H:12]([CH3:16])[C@@H:11]1[CH2:17][CH2:18][CH:19]([OH:23])[CH2:20][CH2:21][CH3:22].CC1(C)CCC[C@H](C)[C@@H]1CCC(O)CCC, predict the reaction product. The product is: [CH3:24][C:10]1([CH3:9])[CH2:15][CH2:14][CH2:13][CH:12]([CH3:16])[CH:11]1[CH2:17][CH2:18][CH:19]([OH:23])[CH2:20][CH2:21][CH3:22]. (3) Given the reactants [CH3:1][O:2][C:3](=[O:13])[C:4]1[CH:9]=[C:8](Br)[C:7]([O:11][CH3:12])=[N:6][CH:5]=1.[F:14][C:15]([F:26])([F:25])[C:16]1[CH:17]=[C:18](B(O)O)[CH:19]=[CH:20][CH:21]=1.C(=O)(O)[O-].[Na+].C1(C)C=CC=CC=1, predict the reaction product. The product is: [CH3:1][O:2][C:3](=[O:13])[C:4]1[CH:9]=[C:8]([C:20]2[CH:19]=[CH:18][CH:17]=[C:16]([C:15]([F:26])([F:25])[F:14])[CH:21]=2)[C:7]([O:11][CH3:12])=[N:6][CH:5]=1. (4) Given the reactants [NH2:1][C:2]1[S:3][C:4]([CH3:8])=[C:5]([CH3:7])[N:6]=1.[Br:9][CH2:10][CH:11]1[CH2:16][CH2:15][CH2:14][CH2:13][O:12]1, predict the reaction product. The product is: [BrH:9].[CH3:7][C:5]1[N:6]([CH2:10][CH:11]2[CH2:16][CH2:15][CH2:14][CH2:13][O:12]2)[C:2](=[NH:1])[S:3][C:4]=1[CH3:8]. (5) The product is: [C:35]([O:34][C:33]([N:32]([CH2:31][C:29]1[CH:28]=[CH:27][C:26]2[O:21][CH2:22][CH2:23][O:24][C:25]=2[CH:30]=1)[CH:40]1[CH2:45][CH2:44][N:43]([CH2:14][CH2:13][N:10]2[C:11]3[CH:12]=[C:3]([O:2][CH3:1])[CH:4]=[C:5]([C:17]([O:19][CH3:20])=[O:18])[C:6]=3[CH:7]=[CH:8][C:9]2=[O:16])[CH2:42][CH2:41]1)=[O:39])([CH3:38])([CH3:36])[CH3:37]. Given the reactants [CH3:1][O:2][C:3]1[CH:4]=[C:5]([C:17]([O:19][CH3:20])=[O:18])[C:6]2[CH:7]=[CH:8][C:9](=[O:16])[N:10]([CH2:13][CH:14]=O)[C:11]=2[CH:12]=1.[O:21]1[C:26]2[CH:27]=[CH:28][C:29]([CH2:31][N:32]([CH:40]3[CH2:45][CH2:44][NH:43][CH2:42][CH2:41]3)[C:33](=[O:39])[O:34][C:35]([CH3:38])([CH3:37])[CH3:36])=[CH:30][C:25]=2[O:24][CH2:23][CH2:22]1.C(O[BH-](OC(=O)C)OC(=O)C)(=O)C.[Na+].C(=O)([O-])O.[Na+], predict the reaction product. (6) Given the reactants [N:1]1[CH:6]=[C:5]([NH2:7])[C:4]([NH2:8])=[N:3][CH:2]=1.[CH:9](O)=O, predict the reaction product. The product is: [N:1]1[CH:6]=[C:5]2[C:4]([NH:8][CH:9]=[N:7]2)=[N:3][CH:2]=1.